Task: Predict the product of the given reaction.. Dataset: Forward reaction prediction with 1.9M reactions from USPTO patents (1976-2016) (1) Given the reactants C[O:2][C:3](=[O:19])[CH2:4][NH:5][C:6]([C:8]1[C:9](=[O:18])[O:10][C:11]2[C:16]([CH:17]=1)=[CH:15][CH:14]=[CH:13][CH:12]=2)=[O:7].[Li+].[OH-], predict the reaction product. The product is: [O:10]1[C:11]2[C:16](=[CH:15][CH:14]=[CH:13][CH:12]=2)[CH:17]=[C:8]([C:6]([NH:5][CH2:4][C:3]([OH:19])=[O:2])=[O:7])[C:9]1=[O:18]. (2) Given the reactants [CH:1]1[C:10]2[C:5](=[CH:6][C:7]([C:11]3[CH:15]=[C:14]([CH2:16][CH2:17][C@@H:18]([NH:26]C(=O)OC(C)(C)C)[CH2:19][C:20]4[CH:25]=[CH:24][CH:23]=[CH:22][CH:21]=4)[O:13][N:12]=3)=[CH:8][CH:9]=2)[CH:4]=[CH:3][N:2]=1.C(O)(C(F)(F)F)=O, predict the reaction product. The product is: [CH:1]1[C:10]2[C:5](=[CH:6][C:7]([C:11]3[CH:15]=[C:14]([CH2:16][CH2:17][C@@H:18]([NH2:26])[CH2:19][C:20]4[CH:21]=[CH:22][CH:23]=[CH:24][CH:25]=4)[O:13][N:12]=3)=[CH:8][CH:9]=2)[CH:4]=[CH:3][N:2]=1.